This data is from HIV replication inhibition screening data with 41,000+ compounds from the AIDS Antiviral Screen. The task is: Binary Classification. Given a drug SMILES string, predict its activity (active/inactive) in a high-throughput screening assay against a specified biological target. (1) The drug is O=c1[nH][nH]c(=O)n1Cc1ccccc1. The result is 0 (inactive). (2) The drug is CCCCc1ccc(N2C(=O)c3cccnc3S2(=O)=O)cc1. The result is 0 (inactive). (3) The result is 0 (inactive). The compound is COc1cc2c(c(OC)c1OC)-c1cc3c(cc1C(=O)CC(C(=O)O)(C(=O)O)C2)OCO3. (4) The result is 0 (inactive). The drug is CC(=O)OC1(C#N)CC2OC1C1C2N=NN1C(=O)OC(C)(C)C. (5) The result is 0 (inactive). The molecule is CC1CCC2C(CN3CCCCC3)C(=O)OC2C2(C)C(=O)CC(N3CCCCC3)C12O. (6) The molecule is COc1ccc(NC(=O)C(=O)Cc2nc3ccc(C(=O)c4ccccc4)cc3nc2O)c([N+](=O)[O-])c1. The result is 0 (inactive). (7) The molecule is Cc1cc(Cl)ccc1NC(=O)C1C(=O)C(=O)N(c2ccc(Cl)cc2C)C1=O. The result is 0 (inactive). (8) The drug is C[PH](C)(C)[Ir-3]1([PH](C)(C)C)([PH](C)(C)C)NC(Cc2c[nH]cn2)C(=O)[OH+]1.[Cl-]. The result is 0 (inactive). (9) The compound is O=C1C(=C2CCCN2)C(c2ccc[nH]2)=NN1c1ccccc1. The result is 0 (inactive). (10) The compound is COC(=O)C=Cc1ccc2c(c1)CC1(C2)Cc2cc3c(cc2C1=O)CCC3. The result is 0 (inactive).